From a dataset of Forward reaction prediction with 1.9M reactions from USPTO patents (1976-2016). Predict the product of the given reaction. (1) Given the reactants [OH:1][C:2]1[CH:3]=[C:4]([CH:7]=[CH:8][CH:9]=1)[CH2:5][OH:6].Br[CH2:11][CH2:12][O:13][CH3:14].C(=O)([O-])[O-].[Cs+].[Cs+], predict the reaction product. The product is: [CH3:14][O:13][CH2:12][CH2:11][O:1][C:2]1[CH:3]=[C:4]([CH2:5][OH:6])[CH:7]=[CH:8][CH:9]=1. (2) Given the reactants [OH:1][C:2]1[CH:3]=[C:4]([C:8]2[N:17]=[C:16]([NH:18][C:19]3[CH:20]=[C:21]4[C:25](=[CH:26][CH:27]=3)[N:24]([C:28]([O:30][C:31]([CH3:34])([CH3:33])[CH3:32])=[O:29])[N:23]=[CH:22]4)[C:15]3[C:10](=[CH:11][CH:12]=[CH:13][CH:14]=3)[N:9]=2)[CH:5]=[CH:6][CH:7]=1.Cl[CH2:36][C:37]([NH:39][CH2:40][CH2:41][N:42]([CH3:44])[CH3:43])=[O:38].C([O-])([O-])=O.[K+].[K+], predict the reaction product. The product is: [CH3:43][N:42]([CH3:44])[CH2:41][CH2:40][NH:39][C:37](=[O:38])[CH2:36][O:1][C:2]1[CH:3]=[C:4]([C:8]2[N:17]=[C:16]([NH:18][C:19]3[CH:20]=[C:21]4[C:25](=[CH:26][CH:27]=3)[N:24]([C:28]([O:30][C:31]([CH3:34])([CH3:33])[CH3:32])=[O:29])[N:23]=[CH:22]4)[C:15]3[C:10](=[CH:11][CH:12]=[CH:13][CH:14]=3)[N:9]=2)[CH:5]=[CH:6][CH:7]=1. (3) Given the reactants CC(O)=[O:3].[C:5]([O:9][C:10]([N:12]1[CH2:16][CH2:15][C@H:14]([CH:17]2[CH2:19][O:18]2)[CH2:13]1)=[O:11])([CH3:8])([CH3:7])[CH3:6].O, predict the reaction product. The product is: [C:5]([O:9][C:10]([N:12]1[CH2:16][CH2:15][C@H:14]([C@H:17]([OH:3])[CH2:19][OH:18])[CH2:13]1)=[O:11])([CH3:6])([CH3:7])[CH3:8]. (4) Given the reactants [Cl-].[Cl-].[Cl-].[Al+3].C(Cl)(=O)C(Cl)=O.[CH3:11][C:12]1[O:13][C:14]2[CH:20]=[C:19]([O:21]C(=O)C)[CH:18]=[CH:17][C:15]=2[CH:16]=1.[C:25](=O)([O-:27])[O-:26].[K+].[K+], predict the reaction product. The product is: [OH:21][C:19]1[CH:18]=[CH:17][C:15]2[C:16]([C:25]([OH:27])=[O:26])=[C:12]([CH3:11])[O:13][C:14]=2[CH:20]=1. (5) The product is: [O:43]=[C:37]1[CH:36]([N:30]2[CH2:29][C:28]3[C:32](=[CH:33][CH:34]=[C:26]([CH2:25][NH:24][C:3](=[O:5])[C:2]([F:1])([F:17])[C:6]4[CH:11]=[CH:10][C:9]([O:12][CH:13]([CH3:15])[CH3:14])=[CH:8][C:7]=4[F:16])[CH:27]=3)[C:31]2=[O:35])[CH2:41][CH2:40][C:39](=[O:42])[NH:38]1. Given the reactants [F:1][C:2]([F:17])([C:6]1[CH:11]=[CH:10][C:9]([O:12][CH:13]([CH3:15])[CH3:14])=[CH:8][C:7]=1[F:16])[C:3]([OH:5])=O.P(Cl)(Cl)(Cl)=O.Cl.[NH2:24][CH2:25][C:26]1[CH:27]=[C:28]2[C:32](=[CH:33][CH:34]=1)[C:31](=[O:35])[N:30]([CH:36]1[CH2:41][CH2:40][C:39](=[O:42])[NH:38][C:37]1=[O:43])[CH2:29]2.C(=O)(O)[O-].[Na+], predict the reaction product. (6) Given the reactants [C:1]([O:4][NH:5][C:6](=[NH:32])[C:7]1[CH:12]=[CH:11][C:10]([C:13]2[O:14][C:15]([CH2:18][C:19]3[CH:24]=[CH:23][C:22]([C:25](=[NH:31])[NH:26]OC(=O)C)=[CH:21][CH:20]=3)=[CH:16][CH:17]=2)=[N:9][CH:8]=1)(=[O:3])[CH3:2].C(O)C, predict the reaction product. The product is: [C:1]([OH:4])(=[O:3])[CH3:2].[C:25]([C:22]1[CH:21]=[CH:20][C:19]([CH2:18][C:15]2[O:14][C:13]([C:10]3[CH:11]=[CH:12][C:7]([C:6]([NH2:32])=[NH:5])=[CH:8][N:9]=3)=[CH:17][CH:16]=2)=[CH:24][CH:23]=1)(=[NH:26])[NH2:31]. (7) Given the reactants [F:1][C:2]1[C:3]([CH3:25])=[C:4]([C@:8]2([C:21]([O:23][CH3:24])=[O:22])[CH2:12][CH2:11][C:10](OS(C(F)(F)F)(=O)=O)=[CH:9]2)[CH:5]=[CH:6][CH:7]=1.[C:26]1(B(O)O)[CH:31]=[CH:30][CH:29]=[CH:28][CH:27]=1, predict the reaction product. The product is: [F:1][C:2]1[C:3]([CH3:25])=[C:4]([C@:8]2([C:21]([O:23][CH3:24])=[O:22])[CH2:12][CH2:11][C:10]([C:26]3[CH:31]=[CH:30][CH:29]=[CH:28][CH:27]=3)=[CH:9]2)[CH:5]=[CH:6][CH:7]=1. (8) Given the reactants [F:1][C:2]1[CH:3]=[C:4]([CH:49]=[CH:50][CH:51]=1)[CH2:5][N:6]1[CH:10]=[C:9]([C:11]2[C:19]3[C:14](=[N:15][CH:16]=[C:17]([C:20]4[CH:21]=[C:22]([N:26]5[CH2:31][CH2:30][N:29](C(OC(C)(C)C)=O)[CH2:28][CH2:27]5)[CH:23]=[CH:24][CH:25]=4)[CH:18]=3)[N:13]([S:39]([C:42]3[CH:48]=[CH:47][C:45]([CH3:46])=[CH:44][CH:43]=3)(=[O:41])=[O:40])[CH:12]=2)[CH:8]=[N:7]1.CO.[ClH:54], predict the reaction product. The product is: [ClH:54].[F:1][C:2]1[CH:3]=[C:4]([CH:49]=[CH:50][CH:51]=1)[CH2:5][N:6]1[CH:10]=[C:9]([C:11]2[C:19]3[C:14](=[N:15][CH:16]=[C:17]([C:20]4[CH:25]=[CH:24][CH:23]=[C:22]([N:26]5[CH2:27][CH2:28][NH:29][CH2:30][CH2:31]5)[CH:21]=4)[CH:18]=3)[N:13]([S:39]([C:42]3[CH:48]=[CH:47][C:45]([CH3:46])=[CH:44][CH:43]=3)(=[O:40])=[O:41])[CH:12]=2)[CH:8]=[N:7]1.